Task: Regression. Given a peptide amino acid sequence and an MHC pseudo amino acid sequence, predict their binding affinity value. This is MHC class II binding data.. Dataset: Peptide-MHC class II binding affinity with 134,281 pairs from IEDB (1) The binding affinity (normalized) is 0. The MHC is HLA-DPA10103-DPB10601 with pseudo-sequence HLA-DPA10103-DPB10601. The peptide sequence is AAATTGTTVYGAFAA. (2) The peptide sequence is DCVVKPIDDRFANALLA. The MHC is DRB1_0802 with pseudo-sequence DRB1_0802. The binding affinity (normalized) is 0.678. (3) The peptide sequence is AGWLFHVRGARRSGD. The MHC is HLA-DQA10102-DQB10501 with pseudo-sequence HLA-DQA10102-DQB10501. The binding affinity (normalized) is 0.625. (4) The peptide sequence is PQPQLPYPQ. The MHC is DRB4_0101 with pseudo-sequence DRB4_0103. The binding affinity (normalized) is 0.0668. (5) The peptide sequence is EKKYRAATQFEPLAA. The MHC is HLA-DPA10201-DPB10501 with pseudo-sequence HLA-DPA10201-DPB10501. The binding affinity (normalized) is 0.694. (6) The peptide sequence is AFKVAATAANALPAN. The MHC is DRB1_0401 with pseudo-sequence DRB1_0401. The binding affinity (normalized) is 0.963. (7) The peptide sequence is VSKAPQLVPKLDEVY. The MHC is DRB1_1201 with pseudo-sequence DRB1_1201. The binding affinity (normalized) is 0.402. (8) The peptide sequence is LLDSSLLVGVKNDVK. The MHC is DRB1_0101 with pseudo-sequence DRB1_0101. The binding affinity (normalized) is 0.565. (9) The peptide sequence is SSDDQVSLIKIPCLS. The MHC is DRB1_1302 with pseudo-sequence DRB1_1302. The binding affinity (normalized) is 0.196.